This data is from NCI-60 drug combinations with 297,098 pairs across 59 cell lines. The task is: Regression. Given two drug SMILES strings and cell line genomic features, predict the synergy score measuring deviation from expected non-interaction effect. (1) Drug 1: CC1=C2C(C(=O)C3(C(CC4C(C3C(C(C2(C)C)(CC1OC(=O)C(C(C5=CC=CC=C5)NC(=O)OC(C)(C)C)O)O)OC(=O)C6=CC=CC=C6)(CO4)OC(=O)C)OC)C)OC. Drug 2: CC1=C(C=C(C=C1)C(=O)NC2=CC(=CC(=C2)C(F)(F)F)N3C=C(N=C3)C)NC4=NC=CC(=N4)C5=CN=CC=C5. Cell line: T-47D. Synergy scores: CSS=32.6, Synergy_ZIP=3.54, Synergy_Bliss=5.34, Synergy_Loewe=-13.9, Synergy_HSA=5.40. (2) Drug 1: C(=O)(N)NO. Drug 2: COC1=NC(=NC2=C1N=CN2C3C(C(C(O3)CO)O)O)N. Cell line: 786-0. Synergy scores: CSS=22.1, Synergy_ZIP=-7.65, Synergy_Bliss=-2.62, Synergy_Loewe=-7.96, Synergy_HSA=1.20. (3) Drug 1: CN(C)C1=NC(=NC(=N1)N(C)C)N(C)C. Drug 2: C1C(C(OC1N2C=NC3=C2NC=NCC3O)CO)O. Cell line: 786-0. Synergy scores: CSS=3.45, Synergy_ZIP=-0.869, Synergy_Bliss=-2.68, Synergy_Loewe=-9.40, Synergy_HSA=-5.42. (4) Drug 1: C1=CC=C(C=C1)NC(=O)CCCCCCC(=O)NO. Drug 2: N.N.Cl[Pt+2]Cl. Cell line: BT-549. Synergy scores: CSS=23.1, Synergy_ZIP=-2.61, Synergy_Bliss=-1.62, Synergy_Loewe=-3.21, Synergy_HSA=-1.62. (5) Drug 1: CC1=C(C=C(C=C1)NC2=NC=CC(=N2)N(C)C3=CC4=NN(C(=C4C=C3)C)C)S(=O)(=O)N.Cl. Drug 2: CC12CCC3C(C1CCC2=O)CC(=C)C4=CC(=O)C=CC34C. Cell line: HT29. Synergy scores: CSS=23.3, Synergy_ZIP=1.06, Synergy_Bliss=-0.612, Synergy_Loewe=-27.6, Synergy_HSA=-2.47. (6) Drug 1: C1=CC(=CC=C1CC(C(=O)O)N)N(CCCl)CCCl.Cl. Drug 2: C1CC(=O)NC(=O)C1N2C(=O)C3=CC=CC=C3C2=O. Cell line: MALME-3M. Synergy scores: CSS=5.46, Synergy_ZIP=-3.41, Synergy_Bliss=1.43, Synergy_Loewe=-0.705, Synergy_HSA=-0.615. (7) Drug 1: CC1C(C(CC(O1)OC2CC(CC3=C2C(=C4C(=C3O)C(=O)C5=C(C4=O)C(=CC=C5)OC)O)(C(=O)C)O)N)O.Cl. Drug 2: C1=C(C(=O)NC(=O)N1)N(CCCl)CCCl. Cell line: CAKI-1. Synergy scores: CSS=63.2, Synergy_ZIP=-2.82, Synergy_Bliss=-2.41, Synergy_Loewe=-1.77, Synergy_HSA=2.72. (8) Drug 1: CN(C)C1=NC(=NC(=N1)N(C)C)N(C)C. Drug 2: B(C(CC(C)C)NC(=O)C(CC1=CC=CC=C1)NC(=O)C2=NC=CN=C2)(O)O. Cell line: U251. Synergy scores: CSS=11.4, Synergy_ZIP=1.82, Synergy_Bliss=10.6, Synergy_Loewe=15.8, Synergy_HSA=8.25.